From a dataset of Forward reaction prediction with 1.9M reactions from USPTO patents (1976-2016). Predict the product of the given reaction. (1) Given the reactants [NH:1]1[CH2:6][CH2:5][C:4](=[O:7])[CH2:3][CH2:2]1.[CH3:8][O:9][C:10]1[CH:11]=[C:12]([CH:15]=[CH:16][CH:17]=1)[CH2:13]Cl, predict the reaction product. The product is: [CH3:8][O:9][C:10]1[CH:11]=[C:12]([CH:15]=[CH:16][CH:17]=1)[CH2:13][N:1]1[CH2:6][CH2:5][C:4](=[O:7])[CH2:3][CH2:2]1. (2) Given the reactants [OH:1][CH:2]([C:20]1[S:21][CH:22]=[CH:23][N:24]=1)[C:3]1[CH:4]=[C:5]([C:16]([O:18]C)=[O:17])[CH:6]=[C:7]([C:9]2[CH:14]=[CH:13][C:12]([CH3:15])=[CH:11][CH:10]=2)[CH:8]=1.[OH-].[Li+].[NH4+].[Cl-], predict the reaction product. The product is: [OH:1][CH:2]([C:20]1[S:21][CH:22]=[CH:23][N:24]=1)[C:3]1[CH:4]=[C:5]([C:16]([OH:18])=[O:17])[CH:6]=[C:7]([C:9]2[CH:14]=[CH:13][C:12]([CH3:15])=[CH:11][CH:10]=2)[CH:8]=1. (3) Given the reactants [BH4-].[Na+].[C:3]([C:11]1[CH:16]=[CH:15][C:14]([C:17]2[CH:24]=[N:23][CH:22]=[C:21]([Cl:25])[C:18]=2[C:19]#[N:20])=[CH:13][CH:12]=1)(=[O:10])[C:4]1[CH:9]=[CH:8][CH:7]=[CH:6][CH:5]=1, predict the reaction product. The product is: [Cl:25][C:21]1[CH:22]=[N:23][CH:24]=[C:17]([C:14]2[CH:13]=[CH:12][C:11]([CH:3]([OH:10])[C:4]3[CH:5]=[CH:6][CH:7]=[CH:8][CH:9]=3)=[CH:16][CH:15]=2)[C:18]=1[C:19]#[N:20]. (4) Given the reactants [CH3:1][O:2][C:3]1[CH:4]=[C:5]([C@H:9]2[CH2:14][NH:13][CH2:12][CH2:11][NH:10]2)[CH:6]=[CH:7][CH:8]=1.Cl[C:16]1[C:25]2[C:20](=[CH:21][C:22]([O:28][CH3:29])=[C:23]([O:26][CH3:27])[CH:24]=2)[N:19]=[CH:18][N:17]=1, predict the reaction product. The product is: [CH3:27][O:26][C:23]1[CH:24]=[C:25]2[C:20](=[CH:21][C:22]=1[O:28][CH3:29])[N:19]=[CH:18][N:17]=[C:16]2[N:13]1[CH2:12][CH2:11][NH:10][C@@H:9]([C:5]2[CH:6]=[CH:7][CH:8]=[C:3]([O:2][CH3:1])[CH:4]=2)[CH2:14]1.